This data is from Forward reaction prediction with 1.9M reactions from USPTO patents (1976-2016). The task is: Predict the product of the given reaction. (1) Given the reactants [Br:1][C:2]1[CH:11]=[CH:10][CH:9]=[C:8]2[C:3]=1[CH2:4][CH2:5][O:6][CH:7]2[C:12]([O:14]C)=[O:13].O[Li].O, predict the reaction product. The product is: [Br:1][C:2]1[CH:11]=[CH:10][CH:9]=[C:8]2[C:3]=1[CH2:4][CH2:5][O:6][CH:7]2[C:12]([OH:14])=[O:13]. (2) Given the reactants S(O)(O)(=O)=O.[CH2:6]([N:8]([CH2:17][CH2:18]NS(C)(=O)=O)[C:9]1[CH:14]=[CH:13][C:12]([NH2:15])=[C:11]([CH3:16])[CH:10]=1)[CH3:7].C(=O)([O-])[O-].[Na+].[Na+].C1COCC1.S(OOS([O-])(=O)=O)([O-])(=O)=O.[NH4+].[NH4+], predict the reaction product. The product is: [CH3:7][CH2:6][N:8]([C:9]1[CH:14]=[CH:13][C:12]([NH2:15])=[C:11]([CH3:16])[CH:10]=1)[CH2:17][CH3:18]. (3) Given the reactants [CH3:1][S:2][C:3]1[CH:8]=[CH:7][C:6]([N+:9]([O-:11])=[O:10])=[CH:5][N:4]=1.I([O-])(=O)(=O)=[O:13].[Na+].[OH2:18], predict the reaction product. The product is: [CH3:1][S:2]([C:3]1[CH:8]=[CH:7][C:6]([N+:9]([O-:11])=[O:10])=[CH:5][N:4]=1)(=[O:13])=[O:18]. (4) Given the reactants [CH3:1][C:2]1[CH:15]=[CH:14][C:5]([CH2:6][O:7][CH:8]2[CH2:13][CH2:12][CH2:11][CH2:10][O:9]2)=[CH:4][C:3]=1[N+:16]([O-])=O, predict the reaction product. The product is: [CH3:1][C:2]1[CH:15]=[CH:14][C:5]([CH2:6][O:7][CH:8]2[CH2:13][CH2:12][CH2:11][CH2:10][O:9]2)=[CH:4][C:3]=1[NH2:16]. (5) Given the reactants O[Li].O.[CH2:4]([O:9][C:10]1[CH:11]=[C:12]([CH:21]=[C:22]([N+:24]([O-:26])=[O:25])[CH:23]=1)[C:13]([O:15]CCC(C)C)=[O:14])[CH2:5][CH:6]([CH3:8])[CH3:7].Cl, predict the reaction product. The product is: [CH2:4]([O:9][C:10]1[CH:11]=[C:12]([CH:21]=[C:22]([N+:24]([O-:26])=[O:25])[CH:23]=1)[C:13]([OH:15])=[O:14])[CH2:5][CH:6]([CH3:8])[CH3:7]. (6) Given the reactants [CH3:1][C:2]1[CH:7]=[CH:6][C:5]([C:8]2[O:9][CH:10]=[CH:11][N:12]=2)=[CH:4][C:3]=1[C:13]1[CH:18]=[CH:17][C:16]([NH2:19])=[CH:15][CH:14]=1.[F:20][C:21]1[CH:26]=[CH:25][CH:24]=[C:23]([F:27])[C:22]=1[S:28](Cl)(=[O:30])=[O:29], predict the reaction product. The product is: [F:20][C:21]1[CH:26]=[CH:25][CH:24]=[C:23]([F:27])[C:22]=1[S:28]([NH:19][C:16]1[CH:17]=[CH:18][C:13]([C:3]2[CH:4]=[C:5]([C:8]3[O:9][CH:10]=[CH:11][N:12]=3)[CH:6]=[CH:7][C:2]=2[CH3:1])=[CH:14][CH:15]=1)(=[O:30])=[O:29]. (7) The product is: [CH:1]1([N:7]([CH2:21][CH2:22][NH:49][CH2:50][CH2:51][C:52]2[CH:61]=[CH:60][C:59]([OH:62])=[C:58]3[C:53]=2[CH:54]=[CH:55][C:56](=[O:63])[NH:57]3)[C:8](=[O:20])[CH2:9][CH2:10][O:11][CH2:12][CH2:13][C:14]2[CH:15]=[CH:16][CH:17]=[CH:18][CH:19]=2)[CH2:2][CH2:3][CH2:4][CH2:5][CH2:6]1. Given the reactants [CH:1]1([N:7]([CH2:21][CH:22](OC)OC)[C:8](=[O:20])[CH2:9][CH2:10][O:11][CH2:12][CH2:13][C:14]2[CH:19]=[CH:18][CH:17]=[CH:16][CH:15]=2)[CH2:6][CH2:5][CH2:4][CH2:3][CH2:2]1.O.C1(C)C=CC(S(O)(=O)=O)=CC=1.CCN(C(C)C)C(C)C.Cl.[NH2:49][CH2:50][CH2:51][C:52]1[CH:61]=[CH:60][C:59]([OH:62])=[C:58]2[C:53]=1[CH:54]=[CH:55][C:56](=[O:63])[NH:57]2.C(O[BH-](OC(=O)C)OC(=O)C)(=O)C.[Na+].C(=O)([O-])O.[Na+], predict the reaction product. (8) Given the reactants [Cl:1][C:2]1[CH:7]=[C:6]([N:8]2[C:12]3=[N:13][CH:14]=[CH:15][CH:16]=[C:11]3[N:10]=[CH:9]2)[CH:5]=[CH:4][C:3]=1[CH2:17][C:18]([OH:20])=O.[CH3:21][N:22]([CH3:39])[CH2:23][CH2:24][CH2:25][N:26]([CH3:38])[C:27]1[CH:32]=[CH:31][C:30]([NH2:33])=[CH:29][C:28]=1[C:34]([F:37])([F:36])[F:35], predict the reaction product. The product is: [Cl:1][C:2]1[CH:7]=[C:6]([N:8]2[C:12]3=[N:13][CH:14]=[CH:15][CH:16]=[C:11]3[N:10]=[CH:9]2)[CH:5]=[CH:4][C:3]=1[CH2:17][C:18]([NH:33][C:30]1[CH:31]=[CH:32][C:27]([N:26]([CH2:25][CH2:24][CH2:23][N:22]([CH3:21])[CH3:39])[CH3:38])=[C:28]([C:34]([F:35])([F:36])[F:37])[CH:29]=1)=[O:20]. (9) Given the reactants [ClH:1].Cl.[NH2:3][C:4]1[CH:9]=[CH:8][C:7]([NH:10][C:11](=[O:26])[CH2:12][N:13]2[CH2:18][CH2:17][CH:16]([CH2:19][C:20]3[CH:25]=[CH:24][CH:23]=[CH:22][CH:21]=3)[CH2:15][CH2:14]2)=[CH:6][CH:5]=1.[CH:27](=O)[C:28]1[CH:33]=[CH:32][CH:31]=[CH:30][CH:29]=1, predict the reaction product. The product is: [ClH:1].[ClH:1].[CH2:27]([NH:3][C:4]1[CH:9]=[CH:8][C:7]([NH:10][C:11](=[O:26])[CH2:12][N:13]2[CH2:18][CH2:17][CH:16]([CH2:19][C:20]3[CH:25]=[CH:24][CH:23]=[CH:22][CH:21]=3)[CH2:15][CH2:14]2)=[CH:6][CH:5]=1)[C:28]1[CH:33]=[CH:32][CH:31]=[CH:30][CH:29]=1.